From a dataset of Catalyst prediction with 721,799 reactions and 888 catalyst types from USPTO. Predict which catalyst facilitates the given reaction. The catalyst class is: 2. Product: [ClH:1].[ClH:37].[NH2:29][C@H:9]([CH2:8][C:5]1[CH:6]=[CH:7][C:2]([Cl:1])=[CH:3][CH:4]=1)[C:10]([N:12]1[CH2:17][CH2:16][N:15]([C:18]2[C:19]3[C@H:26]([CH3:27])[CH2:25][CH2:24][C:20]=3[N:21]=[CH:22][N:23]=2)[C@@H:14]([CH3:28])[CH2:13]1)=[O:11]. Reactant: [Cl:1][C:2]1[CH:7]=[CH:6][C:5]([CH2:8][C@@H:9]([NH:29]C(=O)OC(C)(C)C)[C:10]([N:12]2[CH2:17][CH2:16][N:15]([C:18]3[C:19]4[C@H:26]([CH3:27])[CH2:25][CH2:24][C:20]=4[N:21]=[CH:22][N:23]=3)[C@@H:14]([CH3:28])[CH2:13]2)=[O:11])=[CH:4][CH:3]=1.[ClH:37].